The task is: Predict the product of the given reaction.. This data is from Forward reaction prediction with 1.9M reactions from USPTO patents (1976-2016). (1) Given the reactants [Cl:1][C:2]1[C:7]([CH2:8][S:9]([C:12]2[CH:17]=[CH:16][C:15]([Cl:18])=[CH:14][CH:13]=2)(=[O:11])=[O:10])=[CH:6][CH:5]=[CH:4][N:3]=1.[Si:19]([O:26][CH2:27][CH2:28][CH2:29][CH2:30][CH2:31]O)([C:22]([CH3:25])([CH3:24])[CH3:23])([CH3:21])[CH3:20].C(C=P(CCCC)(CCCC)CCCC)#N, predict the reaction product. The product is: [Si:19]([O:26][CH2:27][CH2:28][CH2:29][CH2:30][CH2:31][CH:8]([C:7]1[C:2]([Cl:1])=[N:3][CH:4]=[CH:5][CH:6]=1)[S:9]([C:12]1[CH:17]=[CH:16][C:15]([Cl:18])=[CH:14][CH:13]=1)(=[O:11])=[O:10])([C:22]([CH3:23])([CH3:24])[CH3:25])([CH3:20])[CH3:21]. (2) Given the reactants [CH3:1][O:2][C:3]1[CH:4]=[C:5]([C:12](=O)[CH3:13])[CH:6]=[C:7]([O:10][CH3:11])[C:8]=1[OH:9].[NH:15]1[CH:19]=[CH:18][N:17]=C1.[C:20]([Si:24]([CH3:27])([CH3:26])Cl)([CH3:23])([CH3:22])[CH3:21].[Cl-].[NH4+].C(N)CN.[BH4-].[Na+], predict the reaction product. The product is: [Si:24]([O:9][C:8]1[C:3]([O:2][CH3:1])=[CH:4][C:5]([CH:12]([NH:17][CH2:18][CH2:19][NH2:15])[CH3:13])=[CH:6][C:7]=1[O:10][CH3:11])([C:20]([CH3:23])([CH3:22])[CH3:21])([CH3:27])[CH3:26].